From a dataset of Catalyst prediction with 721,799 reactions and 888 catalyst types from USPTO. Predict which catalyst facilitates the given reaction. (1) Reactant: [CH3:1][O:2][N:3]=[C:4]([C:14]1[CH:19]=[CH:18][CH:17]=[CH:16][CH:15]=1)[C:5]1[CH:6]=[C:7]2[CH:13]=[CH:12][NH:11][C:8]2=[N:9][CH:10]=1.[H-].[Na+].[I-].[K+].Br[CH2:25][CH2:26][O:27][C:28]1[CH:33]=[CH:32][C:31]([CH2:34][CH:35]([O:40][CH2:41][C:42]([F:45])([F:44])[F:43])[C:36]([O:38][CH3:39])=[O:37])=[CH:30][CH:29]=1. Product: [CH3:1][O:2][N:3]=[C:4]([C:14]1[CH:19]=[CH:18][CH:17]=[CH:16][CH:15]=1)[C:5]1[CH:6]=[C:7]2[CH:13]=[CH:12][N:11]([CH2:25][CH2:26][O:27][C:28]3[CH:29]=[CH:30][C:31]([CH2:34][CH:35]([O:40][CH2:41][C:42]([F:43])([F:44])[F:45])[C:36]([O:38][CH3:39])=[O:37])=[CH:32][CH:33]=3)[C:8]2=[N:9][CH:10]=1. The catalyst class is: 9. (2) Reactant: [NH2:1][C:2]1[C:7]2[N:8]3[CH2:22][CH2:21][N:20]([CH3:23])[C:19](=[O:24])[C:9]3=[C:10]([O:11]CC3C=CC=CC=3)[C:6]=2[C:5](=[O:25])[N:4]([CH2:26][C:27]2[CH:32]=[CH:31][C:30]([F:33])=[CH:29][CH:28]=2)[N:3]=1.B(Br)(Br)Br. Product: [NH2:1][C:2]1[C:7]2[N:8]3[CH2:22][CH2:21][N:20]([CH3:23])[C:19](=[O:24])[C:9]3=[C:10]([OH:11])[C:6]=2[C:5](=[O:25])[N:4]([CH2:26][C:27]2[CH:32]=[CH:31][C:30]([F:33])=[CH:29][CH:28]=2)[N:3]=1. The catalyst class is: 4. (3) Reactant: [F:1][C:2]1[CH:7]=[CH:6][C:5]([F:8])=[CH:4][C:3]=1[C:9]1[CH2:13][N:12]([C:14]([N:16]([CH3:34])[C@H:17]2[CH2:22][CH2:21][N:20](C(OCC3C=CC=CC=3)=O)[CH2:19][C@H:18]2[F:33])=[O:15])[C@:11]([CH2:41][OH:42])([C:35]2[CH:40]=[CH:39][CH:38]=[CH:37][CH:36]=2)[CH:10]=1.C1CC=CCC=1. Product: [F:1][C:2]1[CH:7]=[CH:6][C:5]([F:8])=[CH:4][C:3]=1[C:9]1[CH2:13][N:12]([C:14]([N:16]([C@@H:17]2[CH2:22][CH2:21][NH:20][CH2:19][C@@H:18]2[F:33])[CH3:34])=[O:15])[C@:11]([CH2:41][OH:42])([C:35]2[CH:40]=[CH:39][CH:38]=[CH:37][CH:36]=2)[CH:10]=1. The catalyst class is: 50. (4) Reactant: Cl[C:2]1[C:11]2[C:6](=[CH:7][CH:8]=[C:9]([F:12])[CH:10]=2)[N:5]=[CH:4][C:3]=1[C:13]#[N:14].[C:15]([O:19][CH3:20])(=[O:18])[CH2:16][SH:17].C([O-])([O-])=O.[K+].[K+]. Product: [NH2:14][C:13]1[C:3]2[CH:4]=[N:5][C:6]3[CH:7]=[CH:8][C:9]([F:12])=[CH:10][C:11]=3[C:2]=2[S:17][C:16]=1[C:15]([O:19][CH3:20])=[O:18]. The catalyst class is: 21. (5) Product: [SH:4][CH2:5][CH2:6][CH2:7][CH2:8][CH2:9][CH2:10][CH2:11][CH2:12][CH2:13][CH2:14][CH2:15][O:16][C:17]1[CH:18]=[CH:19][C:20]([C:21]([O:23][C:24]2[CH:72]=[CH:71][C:27]([C:28]([O:30][C:31]3[CH:36]=[CH:35][CH:34]=[C:33]([O:37][C:38](=[O:70])[C:39]4[CH:44]=[CH:43][C:42]([O:45][C:46](=[O:69])[C:47]5[CH:48]=[CH:49][C:50]([O:53][CH2:54][CH2:55][CH2:56][CH2:57][CH2:58][CH2:59][CH2:60][CH2:61][CH2:62][CH2:63][CH2:64][SH:65])=[CH:51][CH:52]=5)=[CH:41][CH:40]=4)[CH:32]=3)=[O:29])=[CH:26][CH:25]=2)=[O:22])=[CH:73][CH:74]=1. The catalyst class is: 87. Reactant: C([S:4][CH2:5][CH2:6][CH2:7][CH2:8][CH2:9][CH2:10][CH2:11][CH2:12][CH2:13][CH2:14][CH2:15][O:16][C:17]1[CH:74]=[CH:73][C:20]([C:21]([O:23][C:24]2[CH:72]=[CH:71][C:27]([C:28]([O:30][C:31]3[CH:36]=[CH:35][CH:34]=[C:33]([O:37][C:38](=[O:70])[C:39]4[CH:44]=[CH:43][C:42]([O:45][C:46](=[O:69])[C:47]5[CH:52]=[CH:51][C:50]([O:53][CH2:54][CH2:55][CH2:56][CH2:57][CH2:58][CH2:59][CH2:60][CH2:61][CH2:62][CH2:63][CH2:64][S:65]C(=O)C)=[CH:49][CH:48]=5)=[CH:41][CH:40]=4)[CH:32]=3)=[O:29])=[CH:26][CH:25]=2)=[O:22])=[CH:19][CH:18]=1)(=O)C.Cl. (6) The catalyst class is: 1. Reactant: [CH2:1]([O:3][C:4](=[O:13])[CH2:5][C:6]1[CH:11]=[CH:10][C:9]([Br:12])=[CH:8][CH:7]=1)[CH3:2].[CH3:14][Si]([N-][Si](C)(C)C)(C)C.[Li+].IC. Product: [CH2:1]([O:3][C:4](=[O:13])[CH:5]([C:6]1[CH:11]=[CH:10][C:9]([Br:12])=[CH:8][CH:7]=1)[CH3:14])[CH3:2]. (7) Reactant: Cl.[CH3:2][CH:3]([CH2:8][N:9]1[CH2:14][CH2:13][CH2:12][CH2:11][CH2:10]1)[CH2:4][C:5]([OH:7])=[O:6].C(Cl)(=O)C(Cl)=O.C(OC([N:28]1[C:32]([NH2:33])=[CH:31][C:30]([C:34]2[CH:35]=[N:36][CH:37]=[C:38]([O:40][CH3:41])[CH:39]=2)=[N:29]1)=O)(C)(C)C.Cl. Product: [CH:5]([OH:7])=[O:6].[CH3:41][O:40][C:38]1[CH:39]=[C:34]([C:30]2[CH:31]=[C:32]([NH:33][C:5](=[O:7])[CH2:4][CH:3]([CH3:2])[CH2:8][N:9]3[CH2:14][CH2:13][CH2:12][CH2:11][CH2:10]3)[NH:28][N:29]=2)[CH:35]=[N:36][CH:37]=1. The catalyst class is: 705. (8) Reactant: [C:1]([N:8]1[CH2:13][CH2:12][CH:11]([CH:14]=O)[CH2:10][CH2:9]1)([O:3][C:4]([CH3:7])([CH3:6])[CH3:5])=[O:2].[Cl:16][C:17]1[CH:22]=[CH:21][C:20]([NH2:23])=[CH:19][N:18]=1.[BH3-]C#N.[Na+]. Product: [Cl:16][C:17]1[N:18]=[CH:19][C:20]([NH:23][CH2:14][CH:11]2[CH2:12][CH2:13][N:8]([C:1]([O:3][C:4]([CH3:7])([CH3:6])[CH3:5])=[O:2])[CH2:9][CH2:10]2)=[CH:21][CH:22]=1. The catalyst class is: 467.